This data is from Full USPTO retrosynthesis dataset with 1.9M reactions from patents (1976-2016). The task is: Predict the reactants needed to synthesize the given product. (1) Given the product [CH3:21][C@@H:17]1[N:18]([CH3:46])[CH2:19][CH2:20][N:15]([CH2:14][C:10]2[CH:9]=[C:8]([C:7]3[C:2]([F:1])=[CH:3][CH:4]=[C:5]([CH2:22][NH:23][C:24]([C:26]4[CH:27]=[C:28]([CH2:32][CH:33]5[CH2:34][CH2:35][N:36]([C:39]([O:41][C:42]([CH3:44])([CH3:43])[CH3:45])=[O:40])[CH2:37][CH2:38]5)[CH:29]=[CH:30][CH:31]=4)=[O:25])[CH:6]=3)[CH:13]=[CH:12][CH:11]=2)[CH2:16]1, predict the reactants needed to synthesize it. The reactants are: [F:1][C:2]1[C:7]([C:8]2[CH:13]=[CH:12][CH:11]=[C:10]([CH2:14][N:15]3[CH2:20][CH2:19][NH:18][C@@H:17]([CH3:21])[CH2:16]3)[CH:9]=2)=[CH:6][C:5]([CH2:22][NH:23][C:24]([C:26]2[CH:27]=[C:28]([CH2:32][CH:33]3[CH2:38][CH2:37][N:36]([C:39]([O:41][C:42]([CH3:45])([CH3:44])[CH3:43])=[O:40])[CH2:35][CH2:34]3)[CH:29]=[CH:30][CH:31]=2)=[O:25])=[CH:4][CH:3]=1.[CH2:46]=O.[BH4-].[Na+]. (2) Given the product [C:1]1([C:12]2[CH:13]=[CH:14][CH:15]=[CH:16][CH:17]=2)[CH:6]=[CH:5][C:4]([S:7]([CH2:8][C:9](=[O:11])[CH3:10])(=[O:19])=[O:29])=[CH:3][CH:2]=1, predict the reactants needed to synthesize it. The reactants are: [C:1]1([C:12]2[CH:17]=[CH:16][CH:15]=[CH:14][CH:13]=2)[CH:6]=[CH:5][C:4]([S:7][CH2:8][C:9](=[O:11])[CH3:10])=[CH:3][CH:2]=1.C(=O)(O)[O-:19].[Na+].OOS([O-])=O.[K+].[OH2:29]. (3) Given the product [NH2:7][C:8]([CH3:37])([CH2:34][CH2:35][CH3:36])[CH2:9][NH:10][C:11]([C:13]1[C:14]([CH3:33])=[N:15][N:16]2[C:21]([O:22][CH2:23][C:24]3[CH:29]=[CH:28][CH:27]=[C:26]([F:30])[C:25]=3[F:31])=[CH:20][C:19]([CH3:32])=[CH:18][C:17]=12)=[O:12], predict the reactants needed to synthesize it. The reactants are: C(OC(=O)[NH:7][C:8]([CH3:37])([CH2:34][CH2:35][CH3:36])[CH2:9][NH:10][C:11]([C:13]1[C:14]([CH3:33])=[N:15][N:16]2[C:21]([O:22][CH2:23][C:24]3[CH:29]=[CH:28][CH:27]=[C:26]([F:30])[C:25]=3[F:31])=[CH:20][C:19]([CH3:32])=[CH:18][C:17]=12)=[O:12])(C)(C)C.FC(F)(F)C(O)=O. (4) Given the product [CH2:17]([CH:14]1[CH2:15][CH2:16][O:11][CH2:12][CH2:13]1)[CH:18]=[CH2:1], predict the reactants needed to synthesize it. The reactants are: [CH3:1][Si](C)(C)N[Si](C)(C)C.[K].[O:11]1[CH2:16][CH2:15][CH:14]([CH2:17][CH:18]=O)[CH2:13][CH2:12]1.[Cl-].[NH4+]. (5) Given the product [CH3:26][C:16]1[CH:21]=[CH:20][C:19]([S:22]([O:15][CH:2]2[CH2:3][O:4][C:5]3[C:6](=[C:7]4[C:12](=[CH:13][CH:14]=3)[N:11]=[CH:10][CH:9]=[CH:8]4)[CH2:1]2)(=[O:24])=[O:23])=[CH:18][CH:17]=1, predict the reactants needed to synthesize it. The reactants are: [CH2:1]1[C:6]2=[C:7]3[C:12](=[CH:13][CH:14]=[C:5]2[O:4][CH2:3][CH:2]1[OH:15])[N:11]=[CH:10][CH:9]=[CH:8]3.[C:16]1([CH3:26])[CH:21]=[CH:20][C:19]([S:22](Cl)(=[O:24])=[O:23])=[CH:18][CH:17]=1.